From a dataset of Reaction yield outcomes from USPTO patents with 853,638 reactions. Predict the reaction yield, written as a fraction of the theoretical maximum amount of product (1.0 means a 100% yield; for example, 0.34 means a 34% yield). (1) The reactants are [F:1][C:2]([F:7])([CH2:5][NH2:6])[CH2:3][NH2:4].C(N(CC)CC)C.[Cl:15][C:16]1[N:25]=[C:24](Cl)[C:23]2[C:18](=[CH:19][CH:20]=[C:21]([CH3:27])[CH:22]=2)[N:17]=1.O. The catalyst is ClCCl. The product is [Cl:15][C:16]1[N:25]=[C:24]([NH:4][CH2:3][C:2]([F:7])([F:1])[CH2:5][NH2:6])[C:23]2[C:18](=[CH:19][CH:20]=[C:21]([CH3:27])[CH:22]=2)[N:17]=1. The yield is 0.620. (2) The reactants are [CH3:1][O:2][C:3]1[CH:4]=[C:5]2[C:10](=[CH:11][CH:12]=1)[C:9]([O:13][C:14]1[CH:19]=[CH:18][C:17]([O:20][CH2:21][CH2:22][N:23]3[CH2:28][CH2:27][CH2:26][CH2:25][CH2:24]3)=[CH:16][CH:15]=1)=[C:8](OS(C(F)(F)F)(=O)=O)[CH:7]=[CH:6]2.[CH3:37][S:38]([CH:41]1[CH2:46][CH2:45][C:44](B2OC(C)(C)C(C)(C)O2)=[CH:43][CH2:42]1)(=[O:40])=[O:39].C1(P(C2CCCCC2)C2CCCCC2)CCCCC1.[F-].[Cs+]. The catalyst is C(#N)C.ClCCl.[Cl-].[NH4+].C([O-])(=O)C.[Pd+2].C([O-])(=O)C. The product is [CH3:37][S:38]([CH:41]1[CH2:46][CH2:45][C:44]([C:8]2[CH:7]=[CH:6][C:5]3[C:10](=[CH:11][CH:12]=[C:3]([O:2][CH3:1])[CH:4]=3)[C:9]=2[O:13][C:14]2[CH:19]=[CH:18][C:17]([O:20][CH2:21][CH2:22][N:23]3[CH2:24][CH2:25][CH2:26][CH2:27][CH2:28]3)=[CH:16][CH:15]=2)=[CH:43][CH2:42]1)(=[O:39])=[O:40]. The yield is 0.950. (3) The reactants are [H-].[Na+].[SH:3][CH2:4][C:5]([O:7][CH2:8][CH3:9])=[O:6].[NH:10]([C:17]1[N:18]([C:33]2[CH:38]=[CH:37][CH:36]=[CH:35][CH:34]=2)[C:19]2[C:24]([C:25](=[O:27])[CH:26]=1)=[C:23]([C:28]([F:31])([F:30])[F:29])[CH:22]=[C:21](Cl)[N:20]=2)[C:11]1[CH:16]=[CH:15][CH:14]=[CH:13][CH:12]=1. The catalyst is CN(C=O)C. The product is [NH:10]([C:17]1[N:18]([C:33]2[CH:38]=[CH:37][CH:36]=[CH:35][CH:34]=2)[C:19]2[N:20]=[C:21]([S:3][CH2:4][C:5]([O:7][CH2:8][CH3:9])=[O:6])[CH:22]=[C:23]([C:28]([F:31])([F:30])[F:29])[C:24]=2[C:25](=[O:27])[CH:26]=1)[C:11]1[CH:16]=[CH:15][CH:14]=[CH:13][CH:12]=1. The yield is 0.530. (4) The reactants are Br[CH2:2][C:3]1[CH:10]=[CH:9][C:6](C#N)=[CH:5][C:4]=1[N+:11]([O-:13])=[O:12].Cl.[CH3:15][NH:16][CH3:17].C(N(CC)CC)C. The catalyst is C(Cl)Cl. The product is [CH3:15][N:16]([CH2:2][C:3]1[CH:10]=[CH:9][CH:6]=[CH:5][C:4]=1[N+:11]([O-:13])=[O:12])[CH3:17]. The yield is 0.840.